Binary Classification. Given a drug SMILES string, predict its activity (active/inactive) in a high-throughput screening assay against a specified biological target. From a dataset of HIV replication inhibition screening data with 41,000+ compounds from the AIDS Antiviral Screen. The drug is COC(=O)CCc1ccc(CCC(=O)OC)cc1. The result is 0 (inactive).